This data is from NCI-60 drug combinations with 297,098 pairs across 59 cell lines. The task is: Regression. Given two drug SMILES strings and cell line genomic features, predict the synergy score measuring deviation from expected non-interaction effect. (1) Drug 1: CC1=C(N=C(N=C1N)C(CC(=O)N)NCC(C(=O)N)N)C(=O)NC(C(C2=CN=CN2)OC3C(C(C(C(O3)CO)O)O)OC4C(C(C(C(O4)CO)O)OC(=O)N)O)C(=O)NC(C)C(C(C)C(=O)NC(C(C)O)C(=O)NCCC5=NC(=CS5)C6=NC(=CS6)C(=O)NCCC[S+](C)C)O. Drug 2: COC1=C2C(=CC3=C1OC=C3)C=CC(=O)O2. Cell line: SR. Synergy scores: CSS=69.2, Synergy_ZIP=0.146, Synergy_Bliss=-0.271, Synergy_Loewe=-2.63, Synergy_HSA=-0.245. (2) Drug 1: CN(C)N=NC1=C(NC=N1)C(=O)N. Drug 2: CC1=C2C(C(=O)C3(C(CC4C(C3C(C(C2(C)C)(CC1OC(=O)C(C(C5=CC=CC=C5)NC(=O)C6=CC=CC=C6)O)O)OC(=O)C7=CC=CC=C7)(CO4)OC(=O)C)O)C)OC(=O)C. Cell line: SNB-19. Synergy scores: CSS=16.5, Synergy_ZIP=-7.02, Synergy_Bliss=-8.34, Synergy_Loewe=-91.0, Synergy_HSA=-9.73. (3) Drug 1: CC1=CC2C(CCC3(C2CCC3(C(=O)C)OC(=O)C)C)C4(C1=CC(=O)CC4)C. Drug 2: COC1=C2C(=CC3=C1OC=C3)C=CC(=O)O2. Cell line: TK-10. Synergy scores: CSS=0.461, Synergy_ZIP=1.06, Synergy_Bliss=1.28, Synergy_Loewe=-4.44, Synergy_HSA=-3.16. (4) Cell line: T-47D. Drug 2: CC1C(C(CC(O1)OC2CC(CC3=C2C(=C4C(=C3O)C(=O)C5=C(C4=O)C(=CC=C5)OC)O)(C(=O)CO)O)N)O.Cl. Synergy scores: CSS=40.9, Synergy_ZIP=2.38, Synergy_Bliss=1.29, Synergy_Loewe=-15.2, Synergy_HSA=1.33. Drug 1: C1CC(=O)NC(=O)C1N2CC3=C(C2=O)C=CC=C3N. (5) Drug 1: C1=NC2=C(N1)C(=S)N=CN2. Drug 2: COC1=C2C(=CC3=C1OC=C3)C=CC(=O)O2. Cell line: IGROV1. Synergy scores: CSS=9.07, Synergy_ZIP=9.10, Synergy_Bliss=2.40, Synergy_Loewe=-1.53, Synergy_HSA=1.37. (6) Drug 1: COC1=C2C(=CC3=C1OC=C3)C=CC(=O)O2. Drug 2: CC12CCC3C(C1CCC2OP(=O)(O)O)CCC4=C3C=CC(=C4)OC(=O)N(CCCl)CCCl.[Na+]. Cell line: HOP-92. Synergy scores: CSS=0.714, Synergy_ZIP=-4.29, Synergy_Bliss=-9.16, Synergy_Loewe=-10.3, Synergy_HSA=-10.6. (7) Drug 1: C1CN1P(=S)(N2CC2)N3CC3. Drug 2: COC1=NC(=NC2=C1N=CN2C3C(C(C(O3)CO)O)O)N. Cell line: UACC62. Synergy scores: CSS=1.59, Synergy_ZIP=1.06, Synergy_Bliss=3.40, Synergy_Loewe=1.61, Synergy_HSA=1.28.